Dataset: Peptide-MHC class II binding affinity with 134,281 pairs from IEDB. Task: Regression. Given a peptide amino acid sequence and an MHC pseudo amino acid sequence, predict their binding affinity value. This is MHC class II binding data. (1) The peptide sequence is ARANESATILMTATP. The MHC is DRB4_0103 with pseudo-sequence DRB4_0103. The binding affinity (normalized) is 0.499. (2) The peptide sequence is TKMKWSPRIKFLDLC. The MHC is DRB1_0101 with pseudo-sequence DRB1_0101. The binding affinity (normalized) is 0.426. (3) The peptide sequence is QVKVPKGAPCRIPVI. The MHC is DRB1_1501 with pseudo-sequence DRB1_1501. The binding affinity (normalized) is 0. (4) The MHC is DRB1_0101 with pseudo-sequence DRB1_0101. The binding affinity (normalized) is 0.911. The peptide sequence is NTFLIRVSDVSVLMK. (5) The peptide sequence is KLLYDHGQPDPAYEF. The MHC is H-2-IAb with pseudo-sequence H-2-IAb. The binding affinity (normalized) is 0.466. (6) The peptide sequence is DRPFQLFEFYAREPDV. The MHC is DRB1_1201 with pseudo-sequence DRB1_1201. The binding affinity (normalized) is 0.273. (7) The peptide sequence is KMPMYIAGYKTFDGR. The MHC is DRB1_0301 with pseudo-sequence DRB1_0301. The binding affinity (normalized) is 0.